This data is from Full USPTO retrosynthesis dataset with 1.9M reactions from patents (1976-2016). The task is: Predict the reactants needed to synthesize the given product. (1) The reactants are: [CH3:1][C:2]1[C:10]2[O:9][N:8]=[C:7]([O:11][C:12]([C:25]3[CH:30]=[CH:29][CH:28]=[CH:27][CH:26]=3)([C:19]3[CH:24]=[CH:23][CH:22]=[CH:21][CH:20]=3)[C:13]3[CH:18]=[CH:17][CH:16]=[CH:15][CH:14]=3)[C:6]=2[CH:5]=[CH:4][CH:3]=1.C1C(=O)N([Br:38])C(=O)C1. Given the product [Br:38][CH2:1][C:2]1[C:10]2[O:9][N:8]=[C:7]([O:11][C:12]([C:19]3[CH:20]=[CH:21][CH:22]=[CH:23][CH:24]=3)([C:13]3[CH:18]=[CH:17][CH:16]=[CH:15][CH:14]=3)[C:25]3[CH:30]=[CH:29][CH:28]=[CH:27][CH:26]=3)[C:6]=2[CH:5]=[CH:4][CH:3]=1, predict the reactants needed to synthesize it. (2) Given the product [N:13]1[CH:14]=[CH:15][CH:16]=[CH:17][C:12]=1[CH2:11][N:6]1[C:7]2[C:3](=[C:2]([C:34]3[CH:35]=[N:30][CH:31]=[N:32][CH:33]=3)[CH:10]=[CH:9][CH:8]=2)[C:4]2([CH2:22][O:21][C:20]3[CH:23]=[C:24]4[C:28](=[CH:29][C:19]2=3)[CH2:27][CH2:26][O:25]4)[C:5]1=[O:18], predict the reactants needed to synthesize it. The reactants are: Br[C:2]1[CH:10]=[CH:9][CH:8]=[C:7]2[C:3]=1[C:4]1([CH2:22][O:21][C:20]3[CH:23]=[C:24]4[C:28](=[CH:29][C:19]1=3)[CH2:27][CH2:26][O:25]4)[C:5](=[O:18])[N:6]2[CH2:11][C:12]1[CH:17]=[CH:16][CH:15]=[CH:14][N:13]=1.[N:30]1[CH:35]=[C:34](B(O)O)[CH:33]=[N:32][CH:31]=1.CN(C)C1N=CC(B(O)O)=CC=1. (3) Given the product [Cl:25][C:23]1[CH:22]=[CH:21][CH:20]=[CH:19][C:33]=1[CH:32]([C:10]1[CH2:14][C:13]([C:19]2[CH:24]=[C:23]([Cl:25])[CH:22]=[C:21]([Cl:26])[CH:20]=2)([C:15]([F:16])([F:18])[F:17])[O:12][N:11]=1)[NH:29][C:38](=[O:39])[CH2:37][CH2:36][C:35]([F:42])([F:41])[F:34], predict the reactants needed to synthesize it. The reactants are: ClC1C=CC([C:10]2[CH2:14][C:13]([C:19]3[CH:24]=[C:23]([Cl:25])[CH:22]=[C:21]([Cl:26])[CH:20]=3)([C:15]([F:18])([F:17])[F:16])[O:12][N:11]=2)=CC=1CN.C([N:29]([CH2:32][CH3:33])CC)C.[F:34][C:35]([F:42])([F:41])[CH2:36][CH2:37][C:38](Cl)=[O:39].C(=O)([O-])O.[Na+]. (4) Given the product [CH:7]1([CH2:6][CH:5]([C:12]2[CH:17]=[CH:16][C:15]([S:18]([CH2:21][CH3:22])(=[O:20])=[O:19])=[CH:14][CH:13]=2)[C:4]([OH:23])=[O:3])[CH2:11][CH2:10][CH2:9][CH2:8]1, predict the reactants needed to synthesize it. The reactants are: C([O:3][C:4](=[O:23])[CH:5]([C:12]1[CH:17]=[CH:16][C:15]([S:18]([CH2:21][CH3:22])(=[O:20])=[O:19])=[CH:14][CH:13]=1)[CH2:6][CH:7]1[CH2:11][CH2:10][CH2:9][CH2:8]1)C.[OH-].[Li+]. (5) Given the product [CH:23]1([C:26]2[C:27]([O:37][C@@H:38]3[CH2:43][CH2:42][CH2:41][N:40]([C:45]4[CH:50]=[CH:49][CH:48]=[CH:47][N:46]=4)[CH2:39]3)=[CH:28][C:29]([F:36])=[C:30]([CH:35]=2)[C:31]([O:60][C:58]([CH3:61])([CH3:59])[CH3:57])=[O:33])[CH2:24][CH2:25]1, predict the reactants needed to synthesize it. The reactants are: Cl.C1(C2C(OCC3(C)CNC3)=CC(F)=C(C=2)C(OC)=O)CC1.[CH:23]1([C:26]2[C:27]([O:37][C@@H:38]3[CH2:43][CH2:42][CH2:41][NH:40][CH2:39]3)=[CH:28][C:29]([F:36])=[C:30]([CH:35]=2)[C:31]([O:33]C)=O)[CH2:25][CH2:24]1.Br[C:45]1[CH:50]=[CH:49][CH:48]=[CH:47][N:46]=1.C(=O)([O-])[O-].[Cs+].[Cs+].[CH3:57][C:58]([CH3:61])([O-:60])[CH3:59].[K+]. (6) Given the product [NH2:1][CH2:2][CH2:3][C:4]1[CH:10]=[CH:9][C:8]([NH:13][S:35]([C:29]2[CH:34]=[CH:33][CH:32]=[CH:31][CH:30]=2)(=[O:37])=[O:36])=[CH:7][CH:5]=1, predict the reactants needed to synthesize it. The reactants are: [NH2:1][CH2:2][CH2:3][C:4]1[CH:10]=[CH:9][CH:8]=[CH:7][C:5]=1N.C([N:13](CC)CC)C.C(OC(OC([O-])=O)=O)(C)(C)C.[C:29]1([S:35](Cl)(=[O:37])=[O:36])[CH:34]=[CH:33][CH:32]=[CH:31][CH:30]=1.Cl. (7) Given the product [CH3:16][O:15][CH2:14][CH:13]1[NH:8][CH2:9][C:10]([CH2:18][CH2:19][OH:20])([CH3:17])[O:11][CH2:12]1, predict the reactants needed to synthesize it. The reactants are: C([N:8]1[CH:13]([CH2:14][O:15][CH3:16])[CH2:12][O:11][C:10]([CH2:18][CH2:19][OH:20])([CH3:17])[CH2:9]1)C1C=CC=CC=1.